Dataset: Full USPTO retrosynthesis dataset with 1.9M reactions from patents (1976-2016). Task: Predict the reactants needed to synthesize the given product. The reactants are: Cl.[O:2]=[C:3]1[NH:12][C:11]2[N:10]=[CH:9][C:8](/[CH:13]=[CH:14]/[C:15]([OH:17])=O)=[CH:7][C:6]=2[CH2:5][CH2:4]1.[CH:18]1[CH:19]=[CH:20]C2N(O)N=[N:24][C:22]=2[CH:23]=1.CCN(C(C)C)C(C)C.N1CCCCC1.CCN=C=NCCCN(C)C. Given the product [O:17]=[C:15]([N:24]1[CH2:20][CH2:19][CH2:18][CH2:23][CH2:22]1)/[CH:14]=[CH:13]/[C:8]1[CH:7]=[C:6]2[C:11](=[N:10][CH:9]=1)[NH:12][C:3](=[O:2])[CH2:4][CH2:5]2, predict the reactants needed to synthesize it.